This data is from Forward reaction prediction with 1.9M reactions from USPTO patents (1976-2016). The task is: Predict the product of the given reaction. (1) Given the reactants Cl.[F:2][C:3]([F:39])([F:38])[C:4]1[CH:5]=[C:6]([C@H:14]([O:16][C@H:17]2[CH2:22][CH2:21][N:20]([C:23]([C@H:25]3[CH2:30][CH2:29][C@H:28]([NH2:31])[CH2:27][CH2:26]3)=[O:24])[CH2:19][C@H:18]2[C:32]2[CH:37]=[CH:36][CH:35]=[CH:34][CH:33]=2)[CH3:15])[CH:7]=[C:8]([C:10]([F:13])([F:12])[F:11])[CH:9]=1.[CH3:40][O:41][CH2:42][C:43](O)=[O:44].CCN=C=NCCCN(C)C.Cl.C1C=CC2N(O)N=NC=2C=1.CCN(C(C)C)C(C)C, predict the reaction product. The product is: [F:39][C:3]([F:2])([F:38])[C:4]1[CH:5]=[C:6]([C@H:14]([O:16][C@H:17]2[CH2:22][CH2:21][N:20]([C:23]([C@H:25]3[CH2:26][CH2:27][C@H:28]([NH:31][C:43](=[O:44])[CH2:42][O:41][CH3:40])[CH2:29][CH2:30]3)=[O:24])[CH2:19][C@H:18]2[C:32]2[CH:33]=[CH:34][CH:35]=[CH:36][CH:37]=2)[CH3:15])[CH:7]=[C:8]([C:10]([F:12])([F:11])[F:13])[CH:9]=1. (2) Given the reactants [CH3:1][O:2][C:3]1[CH:9]=[CH:8][C:7]([N+:10]([O-:12])=[O:11])=[CH:6][C:4]=1[NH2:5].[C:13](O[C:13]([O:15][C:16]([CH3:19])([CH3:18])[CH3:17])=[O:14])([O:15][C:16]([CH3:19])([CH3:18])[CH3:17])=[O:14].N1C=CC(N)=CC=1, predict the reaction product. The product is: [C:16]([O:15][C:13](=[O:14])[NH:5][C:4]1[CH:6]=[C:7]([N+:10]([O-:12])=[O:11])[CH:8]=[CH:9][C:3]=1[O:2][CH3:1])([CH3:19])([CH3:18])[CH3:17]. (3) The product is: [CH3:1][O:2][C:3]1[CH:4]=[C:5]([CH:34]=[CH:35][C:36]=1[O:37][CH3:38])[CH2:6][CH:7]1[C:13]2[CH:14]=[C:15]([O:20][CH2:40][CH2:41][CH3:42])[C:16]([O:18][CH3:19])=[CH:17][C:12]=2[CH2:11][CH2:10][CH2:9][N:8]1[CH2:21][C:22]([NH:24][CH:25]1[C:33]2[C:28](=[CH:29][CH:30]=[CH:31][CH:32]=2)[CH2:27][CH2:26]1)=[O:23]. Given the reactants [CH3:1][O:2][C:3]1[CH:4]=[C:5]([CH:34]=[CH:35][C:36]=1[O:37][CH3:38])[CH2:6][CH:7]1[C:13]2[CH:14]=[C:15]([OH:20])[C:16]([O:18][CH3:19])=[CH:17][C:12]=2[CH2:11][CH2:10][CH2:9][N:8]1[CH2:21][C:22]([NH:24][CH:25]1[C:33]2[C:28](=[CH:29][CH:30]=[CH:31][CH:32]=2)[CH2:27][CH2:26]1)=[O:23].Br[CH2:40][CH2:41][CH3:42], predict the reaction product. (4) Given the reactants [CH3:1][P:2](=[O:7])([CH:5]=[CH2:6])[CH:3]=[CH2:4].[C:8]([N:15]1[CH2:20][CH2:19][CH:18]([NH2:21])[CH2:17][CH2:16]1)([O:10][C:11]([CH3:14])([CH3:13])[CH3:12])=[O:9], predict the reaction product. The product is: [CH3:1][P:2]1(=[O:7])[CH2:5][CH2:6][N:21]([CH:18]2[CH2:17][CH2:16][N:15]([C:8]([O:10][C:11]([CH3:14])([CH3:13])[CH3:12])=[O:9])[CH2:20][CH2:19]2)[CH2:4][CH2:3]1. (5) Given the reactants [Br:1][C:2]1[CH:10]=[C:9]2[C:5]([C:6](=[O:12])[C:7](=[O:11])[NH:8]2)=[CH:4][CH:3]=1.[CH2:13](O)[CH2:14][OH:15].CC1C=CC(S(O)(=O)=O)=CC=1, predict the reaction product. The product is: [Br:1][C:2]1[CH:10]=[C:9]2[C:5]([C:6]3([O:15][CH2:14][CH2:13][O:12]3)[C:7](=[O:11])[NH:8]2)=[CH:4][CH:3]=1. (6) The product is: [CH:1]1([C:7]2[C:11]3[N:12]=[C:13]([N:18]4[CH:22]=[C:21]([C:23]([O:25][CH2:26][CH3:27])=[O:24])[CH:20]=[N:19]4)[N:14]=[C:15]([O:16][CH3:17])[C:10]=3[N:9]([CH3:28])[N:8]=2)[CH2:2][CH2:3][CH2:4][CH2:5][CH2:6]1. Given the reactants [C:1]1([C:7]2[C:11]3[N:12]=[C:13]([N:18]4[CH:22]=[C:21]([C:23]([O:25][CH2:26][CH3:27])=[O:24])[CH:20]=[N:19]4)[N:14]=[C:15]([O:16][CH3:17])[C:10]=3[N:9]([CH3:28])[N:8]=2)[CH2:6][CH2:5][CH2:4][CH2:3][CH:2]=1, predict the reaction product.